From a dataset of Reaction yield outcomes from USPTO patents with 853,638 reactions. Predict the reaction yield, written as a fraction of the theoretical maximum amount of product (1.0 means a 100% yield; for example, 0.34 means a 34% yield). The reactants are [Cl:1][C:2]1[N:7]=[C:6](Cl)[CH:5]=[CH:4][N:3]=1.[NH2:9][C:10]1[CH:11]=[C:12]([CH2:17][OH:18])[CH:13]=[CH:14][C:15]=1[CH3:16].C(N(CC)CC)C. The catalyst is C(O)C. The product is [Cl:1][C:2]1[N:7]=[C:6]([NH:9][C:10]2[CH:11]=[C:12]([CH2:17][OH:18])[CH:13]=[CH:14][C:15]=2[CH3:16])[CH:5]=[CH:4][N:3]=1. The yield is 0.390.